Dataset: Forward reaction prediction with 1.9M reactions from USPTO patents (1976-2016). Task: Predict the product of the given reaction. (1) Given the reactants S(Cl)(Cl)=O.[C:5]([NH:8][C:9]1[CH:10]=[C:11]2[C:16](=[CH:17][CH:18]=1)[O:15][CH:14]([CH2:19][C:20]([OH:22])=[O:21])[CH2:13][CH2:12]2)(=[O:7])[CH3:6].N.[Cl-].[NH4+].[CH2:26](O)[CH3:27], predict the reaction product. The product is: [C:5]([NH:8][C:9]1[CH:10]=[C:11]2[C:16](=[CH:17][CH:18]=1)[O:15][CH:14]([CH2:19][C:20]([O:22][CH2:26][CH3:27])=[O:21])[CH2:13][CH2:12]2)(=[O:7])[CH3:6]. (2) The product is: [NH2:8][C:7]1[C:2]([F:1])=[CH:3][CH:4]=[CH:5][C:6]=1[C:11]([NH:18][C:17]1[CH:19]=[CH:20][CH:21]=[C:15]([Br:14])[C:16]=1[CH3:22])=[O:10]. Given the reactants [F:1][C:2]1[C:7]2[NH:8]C(=O)[O:10][C:11](=O)[C:6]=2[CH:5]=[CH:4][CH:3]=1.[Br:14][C:15]1[C:16]([CH3:22])=[C:17]([CH:19]=[CH:20][CH:21]=1)[NH2:18], predict the reaction product. (3) Given the reactants [CH2:1]([C:3]1[CH:4]=[C:5]([N:12](C2C=CC=CC=2)[C:13](=[O:15])[O-])[C:6]([O:10][CH3:11])=[N:7][C:8]=1[CH3:9])[CH3:2].[OH:22][C:23]([C:25]1([C:31]2[CH:36]=[CH:35][CH:34]=[CH:33][CH:32]=2)[CH2:30][CH2:29][NH:28][CH2:27][CH2:26]1)=[O:24].C1CCN2C(=NCCC2)CC1, predict the reaction product. The product is: [CH2:1]([C:3]1[CH:4]=[C:5]([NH:12][C:13]([N:28]2[CH2:29][CH2:30][C:25]([C:23]([OH:24])=[O:22])([C:31]3[CH:36]=[CH:35][CH:34]=[CH:33][CH:32]=3)[CH2:26][CH2:27]2)=[O:15])[C:6]([O:10][CH3:11])=[N:7][C:8]=1[CH3:9])[CH3:2]. (4) Given the reactants C([C:3](CC)([P:18]([OH:21])([OH:20])=[O:19])[O:4][C@H:5]([CH3:17])[CH2:6][N:7]1[CH:15]=[N:14][C:13]2[C:8]1=[N:9][CH:10]=[N:11][C:12]=2[NH2:16])C.Br, predict the reaction product. The product is: [P:18]([CH2:3][O:4][C@H:5]([CH3:17])[CH2:6][N:7]1[CH:15]=[N:14][C:13]2[C:8]1=[N:9][CH:10]=[N:11][C:12]=2[NH2:16])([OH:20])([OH:21])=[O:19]. (5) Given the reactants [CH3:1][C:2]1([CH3:19])[C:6]([CH3:8])([CH3:7])[O:5][B:4]([C:9]2[CH:14]=[CH:13][C:12]([CH2:15][C:16]([OH:18])=O)=[CH:11][CH:10]=2)[O:3]1.F[P-](F)(F)(F)(F)F.N1(OC(N(C)C)=[N+](C)C)C2N=CC=CC=2N=N1.[C:44]([C:48]1[O:52][N:51]=[C:50]([NH2:53])[CH:49]=1)([CH3:47])([CH3:46])[CH3:45].CCN(C(C)C)C(C)C, predict the reaction product. The product is: [C:44]([C:48]1[O:52][N:51]=[C:50]([NH:53][C:16](=[O:18])[CH2:15][C:12]2[CH:11]=[CH:10][C:9]([B:4]3[O:3][C:2]([CH3:19])([CH3:1])[C:6]([CH3:7])([CH3:8])[O:5]3)=[CH:14][CH:13]=2)[CH:49]=1)([CH3:47])([CH3:46])[CH3:45].